Dataset: Catalyst prediction with 721,799 reactions and 888 catalyst types from USPTO. Task: Predict which catalyst facilitates the given reaction. (1) Reactant: [OH-].[K+].[CH3:3][S:4]([CH2:7][CH2:8][C:9]1[CH:10]=[CH:11][C:12]2[N:13]([N:15]=[C:16]([C:29]3[CH:34]=[CH:33][CH:32]=[CH:31][CH:30]=3)[C:17]=2[CH2:18][C:19]2[N:24]=[C:23]([C:25]([O:27]C)=[O:26])[CH:22]=[CH:21][CH:20]=2)[CH:14]=1)(=[O:6])=[O:5].Cl. Product: [CH3:3][S:4]([CH2:7][CH2:8][C:9]1[CH:10]=[CH:11][C:12]2[N:13]([N:15]=[C:16]([C:29]3[CH:34]=[CH:33][CH:32]=[CH:31][CH:30]=3)[C:17]=2[CH2:18][C:19]2[N:24]=[C:23]([C:25]([OH:27])=[O:26])[CH:22]=[CH:21][CH:20]=2)[CH:14]=1)(=[O:5])=[O:6]. The catalyst class is: 5. (2) Reactant: [CH2:1]([C:5]1[O:6][C:7]2[CH:22]=[CH:21][CH:20]=[CH:19][C:8]=2[C:9]=1[C:10](=[O:18])[C:11]1[CH:16]=[CH:15][C:14]([OH:17])=[CH:13][CH:12]=1)[CH2:2][CH2:3][CH3:4].[H-].[Al+3].[Li+].[H-].[H-].[H-]. Product: [CH2:1]([C:5]1[O:6][C:7]2[CH:22]=[CH:21][CH:20]=[CH:19][C:8]=2[C:9]=1[CH:10]([OH:18])[C:11]1[CH:16]=[CH:15][C:14]([OH:17])=[CH:13][CH:12]=1)[CH2:2][CH2:3][CH3:4]. The catalyst class is: 1. (3) Product: [CH3:16][N:17]([CH3:18])[CH2:2][CH2:3][C:4]([NH:6][C:7]1[CH:12]=[CH:11][CH:10]=[C:9]([N+:13]([O-:15])=[O:14])[CH:8]=1)=[O:5]. The catalyst class is: 1. Reactant: Cl[CH2:2][CH2:3][C:4]([NH:6][C:7]1[CH:12]=[CH:11][CH:10]=[C:9]([N+:13]([O-:15])=[O:14])[CH:8]=1)=[O:5].[CH3:16][NH:17][CH3:18]. (4) Reactant: Cl[C:2]1[N:7]=[C:6]([NH:8][C:9]2[CH:10]=[C:11]3[C:15](=[CH:16][CH:17]=2)[NH:14][CH:13]=[CH:12]3)[CH:5]=[N:4][CH:3]=1.[F:18][C:19]1[CH:24]=[C:23](B(O)O)[CH:22]=[CH:21][N:20]=1.C(=O)([O-])[O-].[Na+].[Na+]. Product: [F:18][C:19]1[CH:24]=[C:23]([C:2]2[N:7]=[C:6]([NH:8][C:9]3[CH:10]=[C:11]4[C:15](=[CH:16][CH:17]=3)[NH:14][CH:13]=[CH:12]4)[CH:5]=[N:4][CH:3]=2)[CH:22]=[CH:21][N:20]=1. The catalyst class is: 108.